Task: Predict the reaction yield, written as a fraction of the theoretical maximum amount of product (1.0 means a 100% yield; for example, 0.34 means a 34% yield).. Dataset: Reaction yield outcomes from USPTO patents with 853,638 reactions (1) The reactants are C(Cl)(=O)C(Cl)=O.CS(C)=O.[OH:11][CH:12]1[CH2:15][N:14]([C:16]2[CH:27]=[CH:26][C:19]([C:20]([NH:22][CH:23]([CH3:25])[CH3:24])=[O:21])=[CH:18][CH:17]=2)[CH2:13]1.C(N(CC)CC)C. No catalyst specified. The product is [CH:23]([NH:22][C:20](=[O:21])[C:19]1[CH:18]=[CH:17][C:16]([N:14]2[CH2:13][C:12](=[O:11])[CH2:15]2)=[CH:27][CH:26]=1)([CH3:25])[CH3:24]. The yield is 0.770. (2) The catalyst is C(O)C.O.O1CCCC1. The yield is 0.260. The product is [NH2:13][C:3]1[CH:4]=[C:5]([CH:10]=[C:11]([Cl:12])[C:2]=1[NH2:1])[C:6]([O:8][CH3:9])=[O:7]. The reactants are [NH2:1][C:2]1[C:11]([Cl:12])=[CH:10][C:5]([C:6]([O:8][CH3:9])=[O:7])=[CH:4][C:3]=1[N+:13]([O-])=O.S(S([O-])=O)([O-])=O.[Na+].[Na+].C(=O)(O)[O-].[Na+]. (3) The reactants are [OH:1][CH2:2][CH2:3][N:4]1[CH2:8][C@H:7]([CH:9]([CH3:11])[CH3:10])[N:6]([C:12]2[CH:17]=[CH:16][N:15]3[N:18]=[CH:19][C:20]([C:21]4[CH:26]=[CH:25][C:24]([C:27]5[N:31]=[CH:30][N:29]([CH2:32][O:33][CH2:34][CH2:35][Si:36]([CH3:39])([CH3:38])[CH3:37])[N:28]=5)=[CH:23][CH:22]=4)=[C:14]3[N:13]=2)[C:5]1=[O:40].[CH3:41][C:42]1[CH:47]=[CH:46][C:45]([S:48](Cl)(=[O:50])=[O:49])=[CH:44][CH:43]=1. The catalyst is N1C=CC=CC=1. The product is [CH3:41][C:42]1[CH:47]=[CH:46][C:45]([S:48]([O:1][CH2:2][CH2:3][N:4]2[CH2:8][C@H:7]([CH:9]([CH3:11])[CH3:10])[N:6]([C:12]3[CH:17]=[CH:16][N:15]4[N:18]=[CH:19][C:20]([C:21]5[CH:22]=[CH:23][C:24]([C:27]6[N:31]=[CH:30][N:29]([CH2:32][O:33][CH2:34][CH2:35][Si:36]([CH3:37])([CH3:39])[CH3:38])[N:28]=6)=[CH:25][CH:26]=5)=[C:14]4[N:13]=3)[C:5]2=[O:40])(=[O:50])=[O:49])=[CH:44][CH:43]=1. The yield is 0.687. (4) The reactants are [Cl:1][C:2]1[CH:15]=[C:14](/[CH:16]=[CH:17]/[CH:18]([C:23]2[CH:28]=[C:27]([Cl:29])[C:26]([Cl:30])=[C:25]([Cl:31])[CH:24]=2)[C:19]([F:22])([F:21])[F:20])[CH:13]=[CH:12][C:3]=1[CH2:4][NH:5][C:6](=[O:11])[CH2:7][CH2:8]SC.O[O:33][S:34]([O-:36])=O.[K+].[CH3:38]C(C)=O. The catalyst is O. The product is [Cl:1][C:2]1[CH:15]=[C:14](/[CH:16]=[CH:17]/[CH:18]([C:23]2[CH:24]=[C:25]([Cl:31])[C:26]([Cl:30])=[C:27]([Cl:29])[CH:28]=2)[C:19]([F:22])([F:21])[F:20])[CH:13]=[CH:12][C:3]=1[CH2:4][NH:5][C:6](=[O:11])[CH2:7][CH2:8][S:34]([CH3:38])(=[O:36])=[O:33]. The yield is 0.600. (5) The reactants are [N:1]1([C:7]2[N:15]=[C:14]([C:16]3[CH:17]=[C:18]([CH2:22][OH:23])[CH:19]=[CH:20][CH:21]=3)[N:13]=[C:12]3[C:8]=2[N:9]=[CH:10][N:11]3[CH:24]2[CH2:29][CH2:28][NH:27][CH2:26][CH2:25]2)[CH2:6][CH2:5][O:4][CH2:3][CH2:2]1.[BH3-]C#N.[Na+].[Cl:34][C:35]1[CH:42]=[C:41]([F:43])[CH:40]=[CH:39][C:36]=1[CH:37]=O. The catalyst is CO.[Cl-].[Zn+2].[Cl-]. The product is [Cl:34][C:35]1[CH:42]=[C:41]([F:43])[CH:40]=[CH:39][C:36]=1[CH2:37][N:27]1[CH2:28][CH2:29][CH:24]([N:11]2[CH:10]=[N:9][C:8]3[C:12]2=[N:13][C:14]([C:16]2[CH:17]=[C:18]([CH2:22][OH:23])[CH:19]=[CH:20][CH:21]=2)=[N:15][C:7]=3[N:1]2[CH2:6][CH2:5][O:4][CH2:3][CH2:2]2)[CH2:25][CH2:26]1. The yield is 0.160. (6) The reactants are [NH2:1][C:2]1[C:17]([Br:18])=[CH:16][C:5]2[C:6]([C:12](=[O:15])[NH:13][CH3:14])=[C:7](B(O)O)[O:8][C:4]=2[CH:3]=1.Br[C:20]1[CH:21]=[CH:22][C:23]([F:26])=[N:24][CH:25]=1. The catalyst is O1CCOCC1.O.C1C=CC(P(C2C=CC=CC=2)[C-]2C=CC=C2)=CC=1.C1C=CC(P(C2C=CC=CC=2)[C-]2C=CC=C2)=CC=1.Cl[Pd]Cl.[Fe+2]. The product is [NH2:1][C:2]1[C:17]([Br:18])=[CH:16][C:5]2[C:6]([C:12]([NH:13][CH3:14])=[O:15])=[C:7]([C:20]3[CH:25]=[N:24][C:23]([F:26])=[CH:22][CH:21]=3)[O:8][C:4]=2[CH:3]=1. The yield is 0.510. (7) The reactants are [OH:1][C@@:2]1([CH3:23])[CH2:7][CH2:6][C@@H:5]([NH:8][C:9]2[C:14]([C:15]#[N:16])=[CH:13][N:12]=[C:11](S(C)(=O)=O)[N:10]=2)[CH2:4][C:3]1([CH3:22])[CH3:21].[F:24][C:25]([F:37])([CH3:36])[CH2:26][O:27][C:28]1[C:33]([CH2:34][NH2:35])=[CH:32][N:31]=[CH:30][N:29]=1.CCN(C(C)C)C(C)C. The catalyst is C1COCC1. The product is [F:37][C:25]([F:24])([CH3:36])[CH2:26][O:27][C:28]1[C:33]([CH2:34][NH:35][C:11]2[N:10]=[C:9]([NH:8][C@@H:5]3[CH2:6][CH2:7][C@@:2]([OH:1])([CH3:23])[C:3]([CH3:22])([CH3:21])[CH2:4]3)[C:14]([C:15]#[N:16])=[CH:13][N:12]=2)=[CH:32][N:31]=[CH:30][N:29]=1. The yield is 0.340.